Dataset: Full USPTO retrosynthesis dataset with 1.9M reactions from patents (1976-2016). Task: Predict the reactants needed to synthesize the given product. (1) Given the product [C:1]([C:3]1[CH:19]=[CH:18][CH:17]=[CH:16][C:4]=1[O:5][CH2:6][C:7]1[CH:15]=[CH:14][C:10]([C:11]([Cl:22])=[O:12])=[CH:9][CH:8]=1)#[N:2], predict the reactants needed to synthesize it. The reactants are: [C:1]([C:3]1[CH:19]=[CH:18][CH:17]=[CH:16][C:4]=1[O:5][CH2:6][C:7]1[CH:15]=[CH:14][C:10]([C:11](O)=[O:12])=[CH:9][CH:8]=1)#[N:2].O=S(Cl)[Cl:22]. (2) Given the product [Cl:19][C:13]1[CH:14]=[CH:15][CH:16]=[C:17]([F:18])[C:12]=1[C:2]1[S:26][C:25]2=[N:21][N:20]=[C:22]([SH:24])[N:23]2[C:3]=1[C:5]1[CH:10]=[CH:9][C:8]([F:11])=[CH:7][CH:6]=1, predict the reactants needed to synthesize it. The reactants are: Br[CH:2]([C:12]1[C:17]([F:18])=[CH:16][CH:15]=[CH:14][C:13]=1[Cl:19])[C:3]([C:5]1[CH:10]=[CH:9][C:8]([F:11])=[CH:7][CH:6]=1)=O.[NH:20]([C:22](=[S:24])[NH2:23])[NH2:21].[C:25](=S)=[S:26]. (3) Given the product [BrH:13].[OH:2][C:3]1[CH:4]=[C:5]2[C:10](=[CH:11][CH:12]=1)[CH2:9][NH:8][CH2:7][CH2:6]2, predict the reactants needed to synthesize it. The reactants are: C[O:2][C:3]1[CH:4]=[C:5]2[C:10](=[CH:11][CH:12]=1)[CH2:9][NH:8][CH2:7][CH2:6]2.[BrH:13]. (4) Given the product [CH2:1]([N:5]1[C:9](=[O:10])[C:8]([C:11]2[CH:16]=[CH:15][CH:14]=[CH:13][CH:12]=2)=[C:7]([NH:25][C:24]2[CH:26]=[CH:27][C:21]([O:20][CH3:19])=[CH:22][CH:23]=2)[C:6]1=[O:18])[CH2:2][CH2:3][CH3:4], predict the reactants needed to synthesize it. The reactants are: [CH2:1]([N:5]1[C:9](=[O:10])[C:8]([C:11]2[CH:16]=[CH:15][CH:14]=[CH:13][CH:12]=2)=[C:7](Cl)[C:6]1=[O:18])[CH2:2][CH2:3][CH3:4].[CH3:19][O:20][C:21]1[CH:27]=[CH:26][C:24]([NH2:25])=[CH:23][CH:22]=1. (5) Given the product [C:17]1([C:6]2[C:7]([C:10]3[CH:15]=[CH:14][C:13]([CH3:16])=[CH:12][CH:11]=3)=[N:8][NH:9][C:5]=2[CH2:1][CH2:2][CH2:3][OH:26])[CH:22]=[CH:21][CH:20]=[CH:19][CH:18]=1, predict the reactants needed to synthesize it. The reactants are: [CH2:1]([C:5]1[NH:9][N:8]=[C:7]([C:10]2[CH:15]=[CH:14][C:13]([CH3:16])=[CH:12][CH:11]=2)[C:6]=1[C:17]1[CH:22]=[CH:21][CH:20]=[CH:19][CH:18]=1)[CH2:2][CH:3]=C.[BH4-].[Na+].C[OH:26].